Task: Predict the reactants needed to synthesize the given product.. Dataset: Full USPTO retrosynthesis dataset with 1.9M reactions from patents (1976-2016) (1) Given the product [F:9][C:10]1[CH:18]=[CH:17][C:16]([C:19]#[N:20])=[C:15]2[C:11]=1[CH:12]=[C:13]([I:31])[N:14]2[S:21]([C:24]1[CH:30]=[CH:29][C:27]([CH3:28])=[CH:26][CH:25]=1)(=[O:23])=[O:22], predict the reactants needed to synthesize it. The reactants are: [Li+].CC([N-]C(C)C)C.[F:9][C:10]1[CH:18]=[CH:17][C:16]([C:19]#[N:20])=[C:15]2[C:11]=1[CH:12]=[CH:13][N:14]2[S:21]([C:24]1[CH:30]=[CH:29][C:27]([CH3:28])=[CH:26][CH:25]=1)(=[O:23])=[O:22].[I:31]I.[O-]S([O-])(=S)=O.[Na+].[Na+]. (2) Given the product [C:3]1([C@H:13]([NH:15][C@@H:16]2[CH2:20][CH2:19][N:18]([C:22]3[CH:31]=[C:30]([C:32]([F:33])([F:35])[F:34])[C:25]([C:26]([O:28][CH3:29])=[O:27])=[CH:24][N:23]=3)[CH2:17]2)[CH3:14])[C:12]2[C:7](=[CH:8][CH:9]=[CH:10][CH:11]=2)[CH:6]=[CH:5][CH:4]=1, predict the reactants needed to synthesize it. The reactants are: Cl.Cl.[C:3]1([C@H:13]([NH:15][C@@H:16]2[CH2:20][CH2:19][NH:18][CH2:17]2)[CH3:14])[C:12]2[C:7](=[CH:8][CH:9]=[CH:10][CH:11]=2)[CH:6]=[CH:5][CH:4]=1.Cl[C:22]1[CH:31]=[C:30]([C:32]([F:35])([F:34])[F:33])[C:25]([C:26]([O:28][CH3:29])=[O:27])=[CH:24][N:23]=1.C(=O)([O-])[O-].[K+].[K+].O. (3) Given the product [C:1]([OH:13])(=[O:12])[CH2:2][C:3]([CH2:8][C:9]([OH:11])=[O:10])([C:5]([OH:7])=[O:6])[OH:4].[C:14]([O:18][CH2:19][C@H:20]([CH3:47])[O:21][C:22]1[CH:23]=[C:24]([CH:33]=[C:34]([O:36][C:37]2[CH:42]=[CH:41][C:40]([S:43]([CH3:46])(=[O:45])=[O:44])=[CH:39][CH:38]=2)[CH:35]=1)[C:25]([OH:27])=[O:26])([CH3:17])([CH3:16])[CH3:15], predict the reactants needed to synthesize it. The reactants are: [C:1]([OH:13])(=[O:12])[CH2:2][C:3]([CH2:8][C:9]([OH:11])=[O:10])([C:5]([OH:7])=[O:6])[OH:4].[C:14]([O:18][CH2:19][C@H:20]([CH3:47])[O:21][C:22]1[CH:23]=[C:24]([CH:33]=[C:34]([O:36][C:37]2[CH:42]=[CH:41][C:40]([S:43]([CH3:46])(=[O:45])=[O:44])=[CH:39][CH:38]=2)[CH:35]=1)[C:25]([O:27][NH2+]C(C)(C)C)=[O:26])([CH3:17])([CH3:16])[CH3:15].CC(OC)(C)C. (4) Given the product [Cl:1][C:2]1[CH:7]=[CH:6][CH:5]=[CH:4][C:3]=1[CH:8]([O:29][CH3:30])[C:9]1[S:13][C:12]([NH:14][C:15]([C:17]2([C:20]3[CH:28]=[CH:27][C:23]4[O:24][CH2:25][O:26][C:22]=4[CH:21]=3)[CH2:18][CH2:19]2)=[O:16])=[N:11][CH:10]=1, predict the reactants needed to synthesize it. The reactants are: [Cl:1][C:2]1[CH:7]=[CH:6][CH:5]=[CH:4][C:3]=1[CH:8]([OH:29])[C:9]1[S:13][C:12]([NH:14][C:15]([C:17]2([C:20]3[CH:28]=[CH:27][C:23]4[O:24][CH2:25][O:26][C:22]=4[CH:21]=3)[CH2:19][CH2:18]2)=[O:16])=[N:11][CH:10]=1.[C:30]1(C)C=CC(S(O)(=O)=O)=CC=1.CO. (5) Given the product [CH3:37][S:38]([O:41][CH:42]1[CH2:43][N:44]([C:46]2[CH:51]=[CH:50][C:49]([C:52]3[N:57]=[C:56]([NH:58][C:59]4[CH:64]=[CH:63][C:62]([N:65]5[CH2:66][CH2:67][N:68]([CH:71]6[CH2:74][O:73][CH2:72]6)[CH2:69][CH2:70]5)=[CH:61][CH:60]=4)[N:55]=[CH:54][N:53]=3)=[CH:48][C:47]=2[C:75]#[N:76])[CH2:45]1)(=[O:40])=[O:39], predict the reactants needed to synthesize it. The reactants are: OC1CN(C2C=CC(C3N=C(NC4C=CC(N5CCN(C6COC6)CC5)=CC=4)N=CN=3)=CC=2C#N)C1.[CH3:37][S:38]([O:41][CH:42]1[CH2:45][N:44]([C:46]2[CH:51]=[CH:50][C:49]([C:52]3[N:57]=[C:56]([NH:58][C:59]4[CH:64]=[CH:63][C:62]([N:65]5[CH2:70][CH2:69][N:68]([CH:71]6[CH2:74][O:73][CH2:72]6)[CH2:67][CH2:66]5)=[CH:61][CH:60]=4)[N:55]=[CH:54][N:53]=3)=[CH:48][C:47]=2[C:75]#[N:76])[CH2:43]1)(=[O:40])=[O:39].C(N(CC)C(C)C)(C)C.CS(Cl)(=O)=O.